From a dataset of Full USPTO retrosynthesis dataset with 1.9M reactions from patents (1976-2016). Predict the reactants needed to synthesize the given product. (1) The reactants are: [C:1]([C:3]1[N:8]=[C:7]([C:9]([O:11][C:12]([CH3:15])([CH3:14])[CH3:13])=[O:10])[CH:6]=[CH:5][CH:4]=1)#[N:2].[C:16](OC)(=[O:24])[C:17]1[C:18](=[CH:20][CH:21]=[CH:22][CH:23]=1)[SH:19].C(N(CC)CC)C. Given the product [O:24]=[C:16]1[C:17]2[CH:23]=[CH:22][CH:21]=[CH:20][C:18]=2[S:19][C:1]([C:3]2[N:8]=[C:7]([C:9]([O:11][C:12]([CH3:15])([CH3:14])[CH3:13])=[O:10])[CH:6]=[CH:5][CH:4]=2)=[N:2]1, predict the reactants needed to synthesize it. (2) Given the product [CH3:21][O:20][C:17]1[N:16]=[N:15][C:14]([N:11]2[CH2:10][CH2:9][CH:8]([NH2:7])[CH2:13][CH2:12]2)=[CH:19][CH:18]=1, predict the reactants needed to synthesize it. The reactants are: C(OC(=O)[NH:7][CH:8]1[CH2:13][CH2:12][N:11]([C:14]2[N:15]=[N:16][C:17]([O:20][CH3:21])=[CH:18][CH:19]=2)[CH2:10][CH2:9]1)(C)(C)C.Cl.O1CCOCC1. (3) Given the product [CH2:1]([N:8]1[CH2:12][CH:11]([C:13]2[CH:18]=[CH:17][C:16]([O:19][CH3:20])=[CH:15][CH:14]=2)[N:10]([CH:21]([CH:33]([CH3:34])[CH3:35])[C:22]([NH:24][OH:25])=[O:23])[C:9]1=[O:36])[C:2]1[CH:3]=[CH:4][CH:5]=[CH:6][CH:7]=1, predict the reactants needed to synthesize it. The reactants are: [CH2:1]([N:8]1[CH2:12][CH:11]([C:13]2[CH:18]=[CH:17][C:16]([O:19][CH3:20])=[CH:15][CH:14]=2)[N:10]([CH:21]([CH:33]([CH3:35])[CH3:34])[C:22]([NH:24][O:25]CC2C=CC=CC=2)=[O:23])[C:9]1=[O:36])[C:2]1[CH:7]=[CH:6][CH:5]=[CH:4][CH:3]=1.